Dataset: Forward reaction prediction with 1.9M reactions from USPTO patents (1976-2016). Task: Predict the product of the given reaction. (1) Given the reactants [C:1]([N:5]1[C:9]([C:10]2[CH:15]=[CH:14][C:13]([F:16])=[CH:12][CH:11]=2)=[C:8]([C:17]2[S:18][CH:19]=[C:20]([CH2:22][C:23](O)=[O:24])[N:21]=2)[CH:7]=[N:6]1)([CH3:4])([CH3:3])[CH3:2].[NH:26]1[CH2:31][CH2:30][CH:29]([OH:32])[CH2:28][CH2:27]1, predict the reaction product. The product is: [C:1]([N:5]1[C:9]([C:10]2[CH:11]=[CH:12][C:13]([F:16])=[CH:14][CH:15]=2)=[C:8]([C:17]2[S:18][CH:19]=[C:20]([CH2:22][C:23]([N:26]3[CH2:31][CH2:30][CH:29]([OH:32])[CH2:28][CH2:27]3)=[O:24])[N:21]=2)[CH:7]=[N:6]1)([CH3:3])([CH3:2])[CH3:4]. (2) Given the reactants Cl.[NH:2]1[C:7]2[N:8]=[CH:9][CH:10]=[CH:11][C:6]=2[C:5]2([CH2:16][CH2:15][NH:14][CH2:13][CH2:12]2)[O:4][C:3]1=[O:17].Cl[C:19]1[N:24]=[CH:23][N:22]=[C:21]([O:25][C:26]2[CH:27]=[C:28]([CH3:37])[C:29]3[NH:34][C:33](=[O:35])[CH2:32][O:31][C:30]=3[CH:36]=2)[CH:20]=1.CCN(C(C)C)C(C)C.CO, predict the reaction product. The product is: [CH3:37][C:28]1[C:29]2[NH:34][C:33](=[O:35])[CH2:32][O:31][C:30]=2[CH:36]=[C:26]([O:25][C:21]2[CH:20]=[C:19]([N:14]3[CH2:13][CH2:12][C:5]4([O:4][C:3](=[O:17])[NH:2][C:7]5[N:8]=[CH:9][CH:10]=[CH:11][C:6]4=5)[CH2:16][CH2:15]3)[N:24]=[CH:23][N:22]=2)[CH:27]=1. (3) Given the reactants [CH2:1]([O:3][C:4](=[O:9])/[CH:5]=[C:6](\[NH2:8])/[CH3:7])[CH3:2].N1C=CC=CC=1.[Cl:16][CH2:17][C:18](Cl)=[O:19].O, predict the reaction product. The product is: [NH2:8]/[C:6](/[CH3:7])=[C:5](\[C:18](=[O:19])[CH2:17][Cl:16])/[C:4]([O:3][CH2:1][CH3:2])=[O:9]. (4) The product is: [Cl:18][C:13]1[NH:12][CH:11]=[C:10]([C:14]([O:16][CH3:17])=[O:15])[C:9]=1[C:5]1[CH:6]=[CH:7][CH:8]=[C:3]([C:1]#[N:2])[CH:4]=1. Given the reactants [C:1]([C:3]1[CH:4]=[C:5]([C:9]2[C:10]([C:14]([O:16][CH3:17])=[O:15])=[CH:11][NH:12][CH:13]=2)[CH:6]=[CH:7][CH:8]=1)#[N:2].[Cl:18]N1C(=O)CCC1=O.O, predict the reaction product. (5) Given the reactants C(=O)([O-])[O-].[Cs+].[Cs+].[NH:7]1[C:11]2[CH:12]=[CH:13][CH:14]=[CH:15][C:10]=2[N:9]=[C:8]1[C:16]([C:18]1[CH:23]=[CH:22][C:21]([OH:24])=[CH:20][CH:19]=1)=[O:17].F[C:26]1[C:31]([CH:32]2[CH2:38][CH2:37][CH2:36][C:35](=[O:39])[CH2:34][CH2:33]2)=[CH:30][CH:29]=[CH:28][N:27]=1, predict the reaction product. The product is: [NH:7]1[C:11]2[CH:12]=[CH:13][CH:14]=[CH:15][C:10]=2[N:9]=[C:8]1[C:16]([C:18]1[CH:23]=[CH:22][C:21]([O:24][C:26]2[C:31]([CH:32]3[CH2:38][CH2:37][CH2:36][C:35](=[O:39])[CH2:34][CH2:33]3)=[CH:30][CH:29]=[CH:28][N:27]=2)=[CH:20][CH:19]=1)=[O:17]. (6) Given the reactants [Br:1][C:2]1[CH:3]=[C:4]2[C:9](=[CH:10][CH:11]=1)[N:8]=[C:7]([CH2:12][CH:13]([CH3:15])[CH3:14])[C:6]([CH2:16][NH2:17])=[C:5]2[C:18]1[CH:23]=[CH:22][CH:21]=[CH:20][CH:19]=1.[C:24](O[C:24]([O:26][C:27]([CH3:30])([CH3:29])[CH3:28])=[O:25])([O:26][C:27]([CH3:30])([CH3:29])[CH3:28])=[O:25], predict the reaction product. The product is: [Br:1][C:2]1[CH:3]=[C:4]2[C:9](=[CH:10][CH:11]=1)[N:8]=[C:7]([CH2:12][CH:13]([CH3:15])[CH3:14])[C:6]([CH2:16][NH:17][C:24](=[O:25])[O:26][C:27]([CH3:30])([CH3:29])[CH3:28])=[C:5]2[C:18]1[CH:23]=[CH:22][CH:21]=[CH:20][CH:19]=1. (7) Given the reactants [NH2:1][C:2]1[CH:7]=[CH:6][C:5]([C:8]2([C:13]3[CH:18]=[CH:17][C:16]([Cl:19])=[CH:15][CH:14]=3)[O:12][CH2:11][CH2:10][O:9]2)=[CH:4][C:3]=1[C:20]([C:22]1[CH:27]=[CH:26][CH:25]=[C:24]([Cl:28])[CH:23]=1)=[O:21].[BH4-].[Na+], predict the reaction product. The product is: [NH2:1][C:2]1[CH:7]=[CH:6][C:5]([C:8]2([C:13]3[CH:14]=[CH:15][C:16]([Cl:19])=[CH:17][CH:18]=3)[O:12][CH2:11][CH2:10][O:9]2)=[CH:4][C:3]=1[CH:20]([C:22]1[CH:27]=[CH:26][CH:25]=[C:24]([Cl:28])[CH:23]=1)[OH:21]. (8) Given the reactants [N:1]12[CH2:9][CH2:8][CH:5]([CH2:6][CH2:7]1)[N:4]([C:10]1[N:15]=[CH:14][C:13]([NH2:16])=[CH:12][CH:11]=1)[CH2:3][CH2:2]2.[C:17]([C:19]1[CH:27]=[CH:26][C:22]([C:23]([Cl:25])=[O:24])=[CH:21][CH:20]=1)#[N:18], predict the reaction product. The product is: [ClH:25].[N:1]12[CH2:7][CH2:6][CH:5]([CH2:8][CH2:9]1)[N:4]([C:10]1[N:15]=[CH:14][C:13]([NH:16][C:23](=[O:24])[C:22]3[CH:26]=[CH:27][C:19]([C:17]#[N:18])=[CH:20][CH:21]=3)=[CH:12][CH:11]=1)[CH2:3][CH2:2]2.